Dataset: Peptide-MHC class II binding affinity with 134,281 pairs from IEDB. Task: Regression. Given a peptide amino acid sequence and an MHC pseudo amino acid sequence, predict their binding affinity value. This is MHC class II binding data. The peptide sequence is KNGSYLNVSDFRNQW. The MHC is DRB1_0101 with pseudo-sequence DRB1_0101. The binding affinity (normalized) is 0.538.